From a dataset of Peptide-MHC class II binding affinity with 134,281 pairs from IEDB. Regression. Given a peptide amino acid sequence and an MHC pseudo amino acid sequence, predict their binding affinity value. This is MHC class II binding data. (1) The peptide sequence is SQDLELSWNLHGLQAY. The MHC is DRB1_1302 with pseudo-sequence DRB1_1302. The binding affinity (normalized) is 0.834. (2) The peptide sequence is RQCCHKAMENFTDDD. The MHC is DRB1_0301 with pseudo-sequence DRB1_0301. The binding affinity (normalized) is 0.0847. (3) The binding affinity (normalized) is 0.354. The MHC is HLA-DQA10201-DQB10301 with pseudo-sequence HLA-DQA10201-DQB10301. The peptide sequence is KKPIAVGGLLMMLVSVA. (4) The peptide sequence is PAADKFKTFEAAFTS. The MHC is DRB1_1201 with pseudo-sequence DRB1_1201. The binding affinity (normalized) is 0.160. (5) The binding affinity (normalized) is 0.310. The MHC is DRB1_1101 with pseudo-sequence DRB1_1101. The peptide sequence is FYVWDFAEKFKEDVI.